From a dataset of Forward reaction prediction with 1.9M reactions from USPTO patents (1976-2016). Predict the product of the given reaction. The product is: [C:28]([NH:1][C:2]1[O:3][C:4]2[C:9]([CH:10]([C:14]3[CH:19]=[C:18]([O:20][CH3:21])[C:17]([O:22][CH3:23])=[C:16]([Br:24])[CH:15]=3)[C:11]=1[C:12]#[N:13])=[CH:8][CH:7]=[C:6]([N:25]([CH3:27])[CH3:26])[CH:5]=2)(=[O:31])[CH:29]=[CH2:30]. Given the reactants [NH2:1][C:2]1[O:3][C:4]2[C:9]([CH:10]([C:14]3[CH:19]=[C:18]([O:20][CH3:21])[C:17]([O:22][CH3:23])=[C:16]([Br:24])[CH:15]=3)[C:11]=1[C:12]#[N:13])=[CH:8][CH:7]=[C:6]([N:25]([CH3:27])[CH3:26])[CH:5]=2.[C:28](Cl)(=[O:31])[CH:29]=[CH2:30], predict the reaction product.